From a dataset of Forward reaction prediction with 1.9M reactions from USPTO patents (1976-2016). Predict the product of the given reaction. Given the reactants [C:1]1([S:7](Cl)(=[O:9])=[O:8])[CH:6]=[CH:5][CH:4]=[CH:3][CH:2]=1.[CH2:11]([O:13][C:14]([C:16]1([CH2:22][CH2:23][O:24][CH3:25])[CH2:21][CH2:20][NH:19][CH2:18][CH2:17]1)=[O:15])[CH3:12], predict the reaction product. The product is: [CH2:11]([O:13][C:14]([C:16]1([CH2:22][CH2:23][O:24][CH3:25])[CH2:17][CH2:18][N:19]([S:7]([C:1]2[CH:6]=[CH:5][CH:4]=[CH:3][CH:2]=2)(=[O:9])=[O:8])[CH2:20][CH2:21]1)=[O:15])[CH3:12].